Dataset: Catalyst prediction with 721,799 reactions and 888 catalyst types from USPTO. Task: Predict which catalyst facilitates the given reaction. (1) Reactant: [Br:1][C:2]1[NH:11][C:5]2[N:6]=[CH:7][N:8]=[C:9](Cl)[C:4]=2[CH:3]=1.[OH:12][C:13]1[CH:14]=[C:15]([CH:17]=[CH:18][C:19]=1[O:20][CH3:21])[NH2:16].C(N(C(C)C)CC)(C)C. Product: [Br:1][C:2]1[NH:11][C:5]2[N:6]=[CH:7][N:8]=[C:9]([NH:16][C:15]3[CH:17]=[CH:18][C:19]([O:20][CH3:21])=[C:13]([OH:12])[CH:14]=3)[C:4]=2[CH:3]=1. The catalyst class is: 51. (2) Reactant: [CH3:1][C:2]([OH:7])([CH3:6])[CH2:3][CH2:4][OH:5].N1C=CC=CC=1.[CH3:14][C:15]1[CH:20]=[CH:19][C:18]([S:21](Cl)(=[O:23])=[O:22])=[CH:17][CH:16]=1.Cl. Product: [OH:7][C:2]([CH3:6])([CH3:1])[CH2:3][CH2:4][O:5][S:21]([C:18]1[CH:19]=[CH:20][C:15]([CH3:14])=[CH:16][CH:17]=1)(=[O:23])=[O:22]. The catalyst class is: 2. (3) Reactant: Br[C:2]1[C:10]2[C:5](=[CH:6][CH:7]=[C:8]([Cl:11])[CH:9]=2)[N:4]([CH3:12])[N:3]=1.[N:13]1[CH:18]=[CH:17][C:16](B(O)O)=[CH:15][CH:14]=1.C(Cl)Cl.[O-]P([O-])([O-])=O.[K+].[K+].[K+]. Product: [Cl:11][C:8]1[CH:9]=[C:10]2[C:5](=[CH:6][CH:7]=1)[N:4]([CH3:12])[N:3]=[C:2]2[C:16]1[CH:17]=[CH:18][N:13]=[CH:14][CH:15]=1. The catalyst class is: 140. (4) Product: [CH3:1][O:2][C:3](=[O:19])[C:4]1[CH:9]=[CH:8][CH:7]=[C:6]([CH2:10][O:11][C:12]2[CH:17]=[CH:16][C:15]([C:28]3[CH:29]=[C:30]([F:34])[C:31]([F:33])=[CH:32][C:27]=3[F:26])=[CH:14][CH:13]=2)[CH:5]=1. Reactant: [CH3:1][O:2][C:3](=[O:19])[C:4]1[CH:9]=[CH:8][CH:7]=[C:6]([CH2:10][O:11][C:12]2[CH:17]=[CH:16][C:15](I)=[CH:14][CH:13]=2)[CH:5]=1.C(=O)([O-])[O-].[K+].[K+].[F:26][C:27]1[CH:32]=[C:31]([F:33])[C:30]([F:34])=[CH:29][C:28]=1B(O)O. The catalyst class is: 38. (5) Reactant: [NH2:1][CH2:2][C@@H:3]([OH:33])[C@@H:4]([NH:12][C:13](=[O:32])[C:14]1[CH:19]=[C:18]([O:20][CH2:21][CH2:22][CH2:23][CH2:24][CH3:25])[CH:17]=[C:16]([N:26]2[CH2:30][CH2:29][CH2:28][C:27]2=[O:31])[CH:15]=1)[CH2:5][C:6]1[CH:11]=[CH:10][CH:9]=[CH:8][CH:7]=1.C(O[BH-](OC(=O)C)OC(=O)C)(=O)C.[Na+].[CH3:48][CH2:49][CH2:50][C:51](=O)[CH2:52][CH2:53][CH3:54].CC(O)=O. Product: [CH2:5]([C@H:4]([NH:12][C:13](=[O:32])[C:14]1[CH:19]=[C:18]([O:20][CH2:21][CH2:22][CH2:23][CH2:24][CH3:25])[CH:17]=[C:16]([N:26]2[CH2:30][CH2:29][CH2:28][C:27]2=[O:31])[CH:15]=1)[C@H:3]([OH:33])[CH2:2][NH:1][CH:51]([CH2:52][CH2:53][CH3:54])[CH2:50][CH2:49][CH3:48])[C:6]1[CH:11]=[CH:10][CH:9]=[CH:8][CH:7]=1. The catalyst class is: 2. (6) Reactant: Br[CH:2]([CH:13]([CH3:15])[CH3:14])[CH2:3][N-:4][C:5]1[CH:10]=[C:9]([Cl:11])[CH:8]=[CH:7][C:6]=1[OH:12].C(=O)([O-])[O-:17].[K+].[K+].O.Cl. Product: [Cl:11][C:9]1[CH:8]=[CH:7][C:6]2[O:12][CH:2]([CH:13]([CH3:15])[CH3:14])[C:3](=[O:17])[NH:4][C:5]=2[CH:10]=1. The catalyst class is: 9.